Dataset: Catalyst prediction with 721,799 reactions and 888 catalyst types from USPTO. Task: Predict which catalyst facilitates the given reaction. Reactant: [CH3:1][S:2](Cl)(=[O:4])=[O:3].[Cl:6][C:7]1[CH:12]=[CH:11][C:10]([CH:13]([NH:18][C:19](=[O:25])[O:20][C:21]([CH3:24])([CH3:23])[CH3:22])[CH2:14][CH2:15][CH2:16][OH:17])=[CH:9][CH:8]=1.C(N(CC)CC)C. Product: [CH3:1][S:2]([O:17][CH2:16][CH2:15][CH2:14][CH:13]([NH:18][C:19]([O:20][C:21]([CH3:22])([CH3:24])[CH3:23])=[O:25])[C:10]1[CH:11]=[CH:12][C:7]([Cl:6])=[CH:8][CH:9]=1)(=[O:4])=[O:3]. The catalyst class is: 2.